This data is from Full USPTO retrosynthesis dataset with 1.9M reactions from patents (1976-2016). The task is: Predict the reactants needed to synthesize the given product. (1) Given the product [Cl:1][C:2]1[CH:7]=[C:6]([C:8]([NH:10][C:11](=[N:13][C:14]2[CH:19]=[CH:18][C:17]([F:20])=[C:16]([F:21])[CH:15]=2)[S:12][CH3:25])=[O:9])[CH:5]=[C:4]([CH3:22])[N:3]=1, predict the reactants needed to synthesize it. The reactants are: [Cl:1][C:2]1[CH:7]=[C:6]([C:8]([NH:10][C:11]([NH:13][C:14]2[CH:19]=[CH:18][C:17]([F:20])=[C:16]([F:21])[CH:15]=2)=[S:12])=[O:9])[CH:5]=[C:4]([CH3:22])[N:3]=1.[H-].[Na+].[CH3:25]I. (2) Given the product [Br:11][C:12]1[CH:13]=[C:14]([N:22]([CH3:20])[C:9]([NH:8][CH2:1][CH2:2][CH2:3][CH2:4][CH2:5][CH2:6][CH3:7])=[O:10])[CH:15]=[CH:16][CH:17]=1, predict the reactants needed to synthesize it. The reactants are: [CH2:1]([N:8]=[C:9]=[O:10])[CH2:2][CH2:3][CH2:4][CH2:5][CH2:6][CH3:7].[Br:11][C:12]1[CH:13]=[C:14](CN)[CH:15]=[CH:16][CH:17]=1.[CH2:20]([N:22](CC)CC)C.O. (3) Given the product [Br:3][C:4]1[C:5]([Br:19])=[N:6][C:7]([F:18])=[C:8]([C:16]=1[F:17])[C:9]([O:11][C:12]([CH3:14])([CH3:15])[CH3:13])=[O:10], predict the reactants needed to synthesize it. The reactants are: [Li+].[Cl-].[Br:3][C:4]1[CH:5]=[N:6][C:7]([F:18])=[C:8]([C:16]=1[F:17])[C:9]([O:11][C:12]([CH3:15])([CH3:14])[CH3:13])=[O:10].[Br:19]C(Br)(F)C(F)(F)F. (4) Given the product [F:1][C:2]1[C:3]([O:19][CH3:20])=[C:4]([C@H:8]([CH3:18])[CH2:9][C@@:10]([C:13]([F:14])([F:15])[F:16])([OH:17])[CH:11]=[N:21][C:22]2[CH:31]=[CH:30][CH:29]=[C:28]3[C:23]=2[CH:24]=[CH:25][C:26]([CH3:32])=[N:27]3)[CH:5]=[CH:6][CH:7]=1, predict the reactants needed to synthesize it. The reactants are: [F:1][C:2]1[C:3]([O:19][CH3:20])=[C:4]([C@H:8]([CH3:18])[CH2:9][C@:10]([OH:17])([C:13]([F:16])([F:15])[F:14])[CH:11]=O)[CH:5]=[CH:6][CH:7]=1.[NH2:21][C:22]1[CH:31]=[CH:30][CH:29]=[C:28]2[C:23]=1[CH:24]=[CH:25][C:26]([CH3:32])=[N:27]2.O. (5) Given the product [Cl:2][C:3]1[S:7][CH:6]=[N:5][C:4]=1[C:8]1[NH:10][C:23]([CH3:25])=[C:22]([C:21]([O:27][CH2:28][CH3:29])=[O:26])[CH:14]([C:13]2[CH:16]=[CH:17][C:18]([F:20])=[CH:19][C:12]=2[Cl:11])[N:9]=1, predict the reactants needed to synthesize it. The reactants are: Cl.[Cl:2][C:3]1[S:7][CH:6]=[N:5][C:4]=1[C:8]([NH2:10])=[NH:9].[Cl:11][C:12]1[CH:19]=[C:18]([F:20])[CH:17]=[CH:16][C:13]=1[CH:14]=O.[C:21]([O:27][CH2:28][CH3:29])(=[O:26])[CH2:22][C:23]([CH3:25])=O.C([O-])(=O)C.[Na+]. (6) Given the product [CH2:2]([O:9][C:10]1[CH:15]=[C:14]([F:16])[CH:13]=[CH:12][C:11]=1[C:17](=[O:19])[CH2:18][C:24](=[O:25])[C:23]([O:22][CH2:20][CH3:21])=[O:29])[C:3]1[CH:4]=[CH:5][CH:6]=[CH:7][CH:8]=1, predict the reactants needed to synthesize it. The reactants are: [Na].[CH2:2]([O:9][C:10]1[CH:15]=[C:14]([F:16])[CH:13]=[CH:12][C:11]=1[C:17](=[O:19])[CH3:18])[C:3]1[CH:8]=[CH:7][CH:6]=[CH:5][CH:4]=1.[CH2:20]([O:22][C:23](=[O:29])[C:24](OCC)=[O:25])[CH3:21]. (7) Given the product [F:1][CH2:2][C:3]([CH2:9][F:10])([CH3:8])[C:4](=[O:5])[CH2:13][C:14]#[N:15], predict the reactants needed to synthesize it. The reactants are: [F:1][CH2:2][C:3]([CH2:9][F:10])([CH3:8])[C:4](OC)=[O:5].[H-].[Na+].[CH3:13][C:14]#[N:15]. (8) Given the product [CH3:2][O:3][C:4]1[CH:5]=[C:6]([C:12]2[C:13]([CH3:25])([CH3:24])[C:14](=[O:23])[N:15]([CH:17]3[CH2:22][CH2:21][N:20]([S:27]([C:30]4[CH:39]=[C:34]([C:35]([O:37][CH3:38])=[O:36])[CH:33]=[C:32]([CH:31]=4)[C:40]([O:42][CH3:43])=[O:41])(=[O:29])=[O:28])[CH2:19][CH2:18]3)[N:16]=2)[CH:7]=[CH:8][C:9]=1[O:10][CH3:11], predict the reactants needed to synthesize it. The reactants are: Cl.[CH3:2][O:3][C:4]1[CH:5]=[C:6]([C:12]2[C:13]([CH3:25])([CH3:24])[C:14](=[O:23])[N:15]([CH:17]3[CH2:22][CH2:21][NH:20][CH2:19][CH2:18]3)[N:16]=2)[CH:7]=[CH:8][C:9]=1[O:10][CH3:11].Cl[S:27]([C:30]1[CH:31]=[C:32]([C:40]([O:42][CH3:43])=[O:41])[CH:33]=[C:34]([CH:39]=1)[C:35]([O:37][CH3:38])=[O:36])(=[O:29])=[O:28]. (9) Given the product [CH3:2][O:3][C:4](=[O:24])[C@H:5]([CH2:7][C:8]1[CH:9]=[CH:10][C:11]([O:14][CH2:15][C:16]2[C:21]([Cl:22])=[CH:20][CH:19]=[CH:18][C:17]=2[Cl:23])=[CH:12][CH:13]=1)[NH:6][C:28](=[O:29])[C:27]1[CH:31]=[CH:32][CH:33]=[N:34][C:26]=1[Cl:25], predict the reactants needed to synthesize it. The reactants are: Cl.[CH3:2][O:3][C:4](=[O:24])[C@H:5]([CH2:7][C:8]1[CH:13]=[CH:12][C:11]([O:14][CH2:15][C:16]2[C:21]([Cl:22])=[CH:20][CH:19]=[CH:18][C:17]=2[Cl:23])=[CH:10][CH:9]=1)[NH2:6].[Cl:25][C:26]1[N:34]=[CH:33][CH:32]=[CH:31][C:27]=1[C:28](O)=[O:29].C(Cl)CCl.C1C=CC2N(O)N=NC=2C=1.CN1CCOCC1. (10) Given the product [Br:1][C:2]1[C:11]2[C:6](=[CH:7][CH:8]=[CH:9][CH:10]=2)[CH:5]=[C:4]([C:12](=[S:16])[NH2:13])[CH:3]=1, predict the reactants needed to synthesize it. The reactants are: [Br:1][C:2]1[C:11]2[C:6](=[CH:7][CH:8]=[CH:9][CH:10]=2)[CH:5]=[C:4]([C:12]#[N:13])[CH:3]=1.C(N)(=[S:16])C.O.